This data is from Reaction yield outcomes from USPTO patents with 853,638 reactions. The task is: Predict the reaction yield, written as a fraction of the theoretical maximum amount of product (1.0 means a 100% yield; for example, 0.34 means a 34% yield). (1) The reactants are [NH2:1][C:2]1[C:7]([NH2:8])=[C:6]([C:9]2[CH:14]=[CH:13][C:12]([CH2:15][NH:16][C:17](=[O:23])[O:18][C:19]([CH3:22])([CH3:21])[CH3:20])=[C:11]([F:24])[CH:10]=2)[CH:5]=[CH:4][N:3]=1.[N:25]1([CH2:31][C:32]2[CH:33]=[CH:34][C:35]([CH:38]=O)=[N:36][CH:37]=2)[CH2:30][CH2:29][O:28][CH2:27][CH2:26]1. The catalyst is CN(C)C=O. The product is [F:24][C:11]1[CH:10]=[C:9]([C:6]2[CH:5]=[CH:4][N:3]=[C:2]3[N:1]=[C:38]([C:35]4[CH:34]=[CH:33][C:32]([CH2:31][N:25]5[CH2:30][CH2:29][O:28][CH2:27][CH2:26]5)=[CH:37][N:36]=4)[NH:8][C:7]=23)[CH:14]=[CH:13][C:12]=1[CH2:15][NH:16][C:17](=[O:23])[O:18][C:19]([CH3:20])([CH3:21])[CH3:22]. The yield is 0.180. (2) The reactants are [NH2:1][C:2]1[CH:7]=[C:6]([O:8][C:9]2[CH:14]=[CH:13][C:12]([NH:15][C:16]([C:18]3([C:21]([NH:23][C:24]4[CH:29]=[CH:28][C:27]([F:30])=[CH:26][CH:25]=4)=[O:22])[CH2:20][CH2:19]3)=[O:17])=[C:11]([F:31])[CH:10]=2)[CH:5]=[CH:4][N:3]=1.C(N(CC)CC)C.Cl[C:40](OC1C=CC=CC=1)=[O:41].FC(F)(F)C(O)=O.[CH3:56][O:57][CH:58]1[CH2:61][NH:60][CH2:59]1. The catalyst is O1CCCC1. The product is [F:31][C:11]1[CH:10]=[C:9]([O:8][C:6]2[CH:5]=[CH:4][N:3]=[C:2]([NH:1][C:40]([N:60]3[CH2:61][CH:58]([O:57][CH3:56])[CH2:59]3)=[O:41])[CH:7]=2)[CH:14]=[CH:13][C:12]=1[NH:15][C:16]([C:18]1([C:21]([NH:23][C:24]2[CH:25]=[CH:26][C:27]([F:30])=[CH:28][CH:29]=2)=[O:22])[CH2:20][CH2:19]1)=[O:17]. The yield is 0.489. (3) The reactants are [NH2:1][CH2:2][CH2:3][N:4]([CH3:28])[C:5](=[O:27])[CH2:6][CH2:7]/[CH:8]=[CH:9]\[CH2:10]/[CH:11]=[CH:12]\[CH2:13]/[CH:14]=[CH:15]\[CH2:16]/[CH:17]=[CH:18]\[CH2:19]/[CH:20]=[CH:21]\[CH2:22]/[CH:23]=[CH:24]\[CH2:25][CH3:26].[OH:29][C:30]1[CH:38]=[CH:37][CH:36]=[CH:35][C:31]=1[C:32](Cl)=[O:33].N1C=CN=C1.C1CCC(N=C=NC2CCCCC2)CC1. The catalyst is CCOC(C)=O. The product is [OH:29][C:30]1[CH:38]=[CH:37][CH:36]=[CH:35][C:31]=1[C:32]([NH:1][CH2:2][CH2:3][N:4]([CH3:28])[C:5](=[O:27])[CH2:6][CH2:7]/[CH:8]=[CH:9]\[CH2:10]/[CH:11]=[CH:12]\[CH2:13]/[CH:14]=[CH:15]\[CH2:16]/[CH:17]=[CH:18]\[CH2:19]/[CH:20]=[CH:21]\[CH2:22]/[CH:23]=[CH:24]\[CH2:25][CH3:26])=[O:33]. The yield is 0.730. (4) The reactants are [NH2:1][C@@H:2]([C@H:5]([CH3:11])[CH2:6][C:7]([F:10])([F:9])[F:8])[CH2:3][OH:4].C(N(CC)CC)C.[Cl:19][C:20]1[S:24][C:23]([S:25](Cl)(=[O:27])=[O:26])=[CH:22][CH:21]=1. The catalyst is C(Cl)Cl. The product is [Cl:19][C:20]1[S:24][C:23]([S:25]([NH:1][C@H:2]([CH2:3][OH:4])[C@H:5]([CH3:11])[CH2:6][C:7]([F:8])([F:9])[F:10])(=[O:27])=[O:26])=[CH:22][CH:21]=1. The yield is 0.964. (5) The reactants are [Cl:1][C:2]1[CH:7]=[CH:6][C:5]([S:8][CH2:9][CH2:10][C:11]([O:13][CH3:14])=[O:12])=[C:4]([NH:15][S:16]([C:19]2[CH:24]=[CH:23][C:22]([Cl:25])=[CH:21][C:20]=2[F:26])(=[O:18])=[O:17])[CH:3]=1.C1C=C(Cl)C=C(C(OO)=[O:35])C=1. The catalyst is C(Cl)Cl. The product is [Cl:1][C:2]1[CH:7]=[CH:6][C:5]([S:8]([CH2:9][CH2:10][C:11]([O:13][CH3:14])=[O:12])=[O:35])=[C:4]([NH:15][S:16]([C:19]2[CH:24]=[CH:23][C:22]([Cl:25])=[CH:21][C:20]=2[F:26])(=[O:18])=[O:17])[CH:3]=1. The yield is 0.220.